Dataset: Full USPTO retrosynthesis dataset with 1.9M reactions from patents (1976-2016). Task: Predict the reactants needed to synthesize the given product. (1) Given the product [OH:8][C:6]1[CH:7]=[C:2]([NH:1][C:21](=[O:23])[CH3:22])[CH:3]=[CH:4][C:5]=1[C:9]1[O:13][N:12]=[C:11]([C:14]2[C:19]([CH3:20])=[CH:18][CH:17]=[CH:16][N:15]=2)[N:10]=1, predict the reactants needed to synthesize it. The reactants are: [NH2:1][C:2]1[CH:3]=[CH:4][C:5]([C:9]2[O:13][N:12]=[C:11]([C:14]3[C:19]([CH3:20])=[CH:18][CH:17]=[CH:16][N:15]=3)[N:10]=2)=[C:6]([OH:8])[CH:7]=1.[C:21](OC(=O)C)(=[O:23])[CH3:22].C(N(C(C)C)CC)(C)C. (2) Given the product [Br:1][C:2]1[N:7]=[C:6]([C:8]([NH:25][C:17](=[O:18])[CH3:16])([CH3:10])[CH3:9])[CH:5]=[CH:4][CH:3]=1, predict the reactants needed to synthesize it. The reactants are: [Br:1][C:2]1[N:7]=[C:6]([C:8](O)([CH3:10])[CH3:9])[CH:5]=[CH:4][CH:3]=1.B(F)(F)F.[CH3:16][CH2:17][O:18]CC.[OH-].[Na+].C(#[N:25])C. (3) The reactants are: [CH:1]([NH:4][CH:5](C)C)(C)C.[Li][CH2:9][CH2:10][CH2:11][CH3:12].[Li+].[CH3:14][CH:15]([N-:17]C(C)C)C.[N:21]1[C:30]2[C:25](=[CH:26][CH:27]=[CH:28][CH:29]=2)[CH:24]=[CH:23][C:22]=1[CH2:31][CH2:32][NH2:33].[CH2:34]1[CH2:38][O:37][CH2:36][CH2:35]1. Given the product [N:17]1[CH:15]=[CH:14][C:11]([C:12]2[C:35]3[C:36](=[O:37])[N:33]([CH2:32][CH2:31][C:22]4[CH:23]=[CH:24][C:25]5[C:30](=[CH:29][CH:28]=[CH:27][CH:26]=5)[N:21]=4)[CH2:38][C:34]=3[CH:5]=[N:4][CH:1]=2)=[CH:10][CH:9]=1, predict the reactants needed to synthesize it. (4) Given the product [CH3:11][NH:12][CH2:13][CH2:14][C:15]1[CH:16]=[CH:17][C:18]([C:21]2[N:22]([C:26]([O:28][C:29]([CH3:32])([CH3:31])[CH3:30])=[O:27])[CH2:23][CH2:24][N:25]=2)=[CH:19][CH:20]=1, predict the reactants needed to synthesize it. The reactants are: C(OC([CH2:11][NH:12][CH2:13][CH2:14][C:15]1[CH:20]=[CH:19][C:18]([C:21]2[N:22]([C:26]([O:28][C:29]([CH3:32])([CH3:31])[CH3:30])=[O:27])[CH2:23][CH2:24][N:25]=2)=[CH:17][CH:16]=1)=O)C1C=CC=CC=1. (5) Given the product [F:19][C:20]1[CH:21]=[CH:22][C:23]([C@@H:26]([N:28]2[CH2:33][CH2:32][CH2:31]/[C:30](=[CH:40]\[C:39]3[CH:42]=[CH:43][C:44]([N:45]4[CH:49]=[C:48]([CH3:50])[N:47]=[CH:46]4)=[C:37]([O:36][CH3:35])[CH:38]=3)/[C:29]2=[O:34])[CH3:27])=[CH:24][CH:25]=1, predict the reactants needed to synthesize it. The reactants are: C(NC(C)C)(C)C.C([Li])CCC.C1CCCCC1.[F:19][C:20]1[CH:25]=[CH:24][C:23]([CH:26]([N:28]2[CH2:33][CH2:32][CH2:31][CH2:30][C:29]2=[O:34])[CH3:27])=[CH:22][CH:21]=1.[CH3:35][O:36][C:37]1[CH:38]=[C:39]([CH:42]=[CH:43][C:44]=1[N:45]1[CH:49]=[C:48]([CH3:50])[N:47]=[CH:46]1)[CH:40]=O.C(OC(=O)C)(=O)C.CC(C)([O-])C.[Na+].